This data is from Reaction yield outcomes from USPTO patents with 853,638 reactions. The task is: Predict the reaction yield, written as a fraction of the theoretical maximum amount of product (1.0 means a 100% yield; for example, 0.34 means a 34% yield). (1) The reactants are [Cl:1][C:2]1[CH:7]=[CH:6][CH:5]=[C:4]([O:8][CH3:9])[N:3]=1.C([Li])(C)(C)C.CN(C)[CH:17]=[O:18].C(=O)=O. The catalyst is O1CCCC1. The product is [Cl:1][C:2]1[N:3]=[C:4]([O:8][CH3:9])[C:5]([CH:17]=[O:18])=[CH:6][CH:7]=1. The yield is 0.920. (2) The reactants are C(OC([N:8]1[CH2:13][CH2:12][N:11]([C:14]2[CH:19]=[CH:18][C:17]([NH:20][C:21]3[C:22]4[N:23]([N:37]=[CH:38][N:39]=4)[C:24]([C:27]4[CH:28]=[C:29]5[C:33](=[CH:34][CH:35]=4)[C:32](=[O:36])[NH:31][CH2:30]5)=[CH:25][N:26]=3)=[CH:16][CH:15]=2)[C:10](=[O:40])[CH2:9]1)=O)(C)(C)C.C(O)(C(F)(F)F)=O. The catalyst is C(Cl)Cl.C([O-])(O)=O.[Na+]. The product is [O:40]=[C:10]1[CH2:9][NH:8][CH2:13][CH2:12][N:11]1[C:14]1[CH:15]=[CH:16][C:17]([NH:20][C:21]2[C:22]3[N:23]([N:37]=[CH:38][N:39]=3)[C:24]([C:27]3[CH:28]=[C:29]4[C:33](=[CH:34][CH:35]=3)[C:32](=[O:36])[NH:31][CH2:30]4)=[CH:25][N:26]=2)=[CH:18][CH:19]=1. The yield is 0.860. (3) The reactants are [Cl:1][C:2]1[CH:7]=[C:6]([Cl:8])[CH:5]=[CH:4][C:3]=1[NH:9][NH2:10].C([O:13][C:14](=[O:28])[C:15](=O)[CH:16]([CH3:26])[C:17]([C:19]1[CH:24]=[CH:23][C:22]([Cl:25])=[CH:21][CH:20]=1)=O)C.[OH-].[Na+].O. The catalyst is C(O)C. The product is [Cl:25][C:22]1[CH:21]=[CH:20][C:19]([C:17]2[N:9]([C:3]3[CH:4]=[CH:5][C:6]([Cl:8])=[CH:7][C:2]=3[Cl:1])[N:10]=[C:15]([C:14]([OH:28])=[O:13])[C:16]=2[CH3:26])=[CH:24][CH:23]=1. The yield is 0.960. (4) The product is [Cl:29][C:3]1[CH:4]=[C:5]([CH:27]=[CH:28][C:2]=1[NH:1][C:32](=[O:33])[C:31]([CH3:36])([CH3:35])[CH3:30])[CH2:6][C:7]1[C:8]([CH2:25][CH3:26])=[N:9][N:10]([CH2:14][C@H:15]([NH:17][C:18](=[O:24])[O:19][C:20]([CH3:22])([CH3:23])[CH3:21])[CH3:16])[C:11]=1[CH2:12][CH3:13]. The catalyst is ClCCl. The reactants are [NH2:1][C:2]1[CH:28]=[CH:27][C:5]([CH2:6][C:7]2[C:8]([CH2:25][CH3:26])=[N:9][N:10]([CH2:14][C@H:15]([NH:17][C:18](=[O:24])[O:19][C:20]([CH3:23])([CH3:22])[CH3:21])[CH3:16])[C:11]=2[CH2:12][CH3:13])=[CH:4][C:3]=1[Cl:29].[CH3:30][C:31]([CH3:36])([CH3:35])[C:32](Cl)=[O:33]. The yield is 0.490. (5) The reactants are CN(C(O[N:16]1N=[N:16][C:11]2[CH:12]=[CH:13][CH:13]=[CH:12][C:11]1=2)=[N+](C)C)C.[B-](F)(F)(F)F.[C:23]1([C:29]2[N:30]=[C:31]3[N:36]=[C:35]([NH:37][C:38]([C:40]4[C:41]([C:46]([OH:48])=O)=[N:42][CH:43]=[CH:44][CH:45]=4)=[O:39])[CH:34]=[CH:33][N:32]3[CH:49]=2)[CH:28]=[CH:27][CH:26]=[CH:25][CH:24]=1.C(N(C(C)C)CC)(C)C.N1CCC1. The catalyst is CN(C=O)C.O.CC#N. The product is [N:16]1([C:46]([C:41]2[N:42]=[CH:43][CH:44]=[CH:45][C:40]=2[C:38]([NH:37][C:35]2[CH:34]=[CH:33][N:32]3[CH:49]=[C:29]([C:23]4[CH:24]=[CH:25][CH:26]=[CH:27][CH:28]=4)[N:30]=[C:31]3[N:36]=2)=[O:39])=[O:48])[CH2:13][CH2:12][CH2:11]1. The yield is 0.0800. (6) The reactants are [CH3:1][O:2][C:3]1[CH:11]=[CH:10][C:6]([C:7]([OH:9])=[O:8])=[C:5]([N+:12]([O-:14])=[O:13])[CH:4]=1.[CH2:15]1CCN2C(=NCCC2)CC1.IC.O. The catalyst is CN(C=O)C. The product is [CH3:1][O:2][C:3]1[CH:11]=[CH:10][C:6]([C:7]([O:9][CH3:15])=[O:8])=[C:5]([N+:12]([O-:14])=[O:13])[CH:4]=1. The yield is 0.850.